Dataset: Peptide-MHC class II binding affinity with 134,281 pairs from IEDB. Task: Regression. Given a peptide amino acid sequence and an MHC pseudo amino acid sequence, predict their binding affinity value. This is MHC class II binding data. (1) The peptide sequence is QPGVDIIEGPVKNVA. The MHC is HLA-DPA10201-DPB11401 with pseudo-sequence HLA-DPA10201-DPB11401. The binding affinity (normalized) is 0.132. (2) The peptide sequence is AFALVLLFCALASSC. The MHC is DRB1_0901 with pseudo-sequence DRB1_0901. The binding affinity (normalized) is 0.406. (3) The peptide sequence is KMLLDNINTPEGIIP. The MHC is DRB1_1302 with pseudo-sequence DRB1_1302. The binding affinity (normalized) is 0.491. (4) The peptide sequence is THSWEYWGAQLNAMK. The MHC is DRB3_0101 with pseudo-sequence DRB3_0101. The binding affinity (normalized) is 0.550. (5) The peptide sequence is HDCLQIVTKDESSIN. The MHC is DRB1_0101 with pseudo-sequence DRB1_0101. The binding affinity (normalized) is 0.0257. (6) The peptide sequence is TTNPWASLPGSLGDILY. The MHC is DRB1_0101 with pseudo-sequence DRB1_0101. The binding affinity (normalized) is 0.426. (7) The peptide sequence is VSRGTAKLRWFHERG. The MHC is DRB1_1301 with pseudo-sequence DRB1_1301. The binding affinity (normalized) is 0.872.